From a dataset of Full USPTO retrosynthesis dataset with 1.9M reactions from patents (1976-2016). Predict the reactants needed to synthesize the given product. (1) Given the product [Br:1][C:2]1[CH:7]=[CH:6][C:5]([C:8]([F:11])([F:10])[F:9])=[CH:4][C:3]=1[N:13]1[CH2:18][CH2:17][NH:16][CH2:15][CH2:14]1, predict the reactants needed to synthesize it. The reactants are: [Br:1][C:2]1[CH:7]=[CH:6][C:5]([C:8]([F:11])([F:10])[F:9])=[CH:4][C:3]=1F.[NH:13]1[CH2:18][CH2:17][NH:16][CH2:15][CH2:14]1. (2) Given the product [OH:10][C:11]1[C:16]([O:17][CH3:18])=[C:8]([O:7][CH3:9])[N:14]([CH2:20][C:21]2[CH:22]=[CH:23][C:24]([O:27][CH3:28])=[CH:25][CH:26]=2)[C:13](=[O:29])[C:12]=1[C:30](=[O:38])[CH:31]([CH3:37])[CH2:32][CH2:33][CH2:34][CH2:35][CH3:36], predict the reactants needed to synthesize it. The reactants are: F[B-](F)(F)F.C[O+:7]([CH3:9])[CH3:8].[OH:10][C:11]1[C:16]([O:17][CH3:18])=C(O)[N:14]([CH2:20][C:21]2[CH:26]=[CH:25][C:24]([O:27][CH3:28])=[CH:23][CH:22]=2)[C:13](=[O:29])[C:12]=1[C:30](=[O:38])[CH:31]([CH3:37])[CH2:32][CH2:33][CH2:34][CH2:35][CH3:36].C(N(CC)C(C)C)(C)C. (3) Given the product [F:1][C:2]1[C:7]([F:8])=[CH:6][CH:5]=[CH:4][C:3]=1[C:9]1[N:17]=[C:12]2[CH:13]=[N:14][N:15]([CH2:19][C:20]3[O:24][N:23]=[C:22]([C:25]4[CH:34]=[CH:33][C:28]([CH2:29][N:30]([CH3:31])[CH3:32])=[CH:27][CH:26]=4)[CH:21]=3)[CH:16]=[C:11]2[N:10]=1, predict the reactants needed to synthesize it. The reactants are: [F:1][C:2]1[C:7]([F:8])=[CH:6][CH:5]=[CH:4][C:3]=1[C:9]1[N:17]=[C:12]2[CH:13]=[N:14][NH:15][CH:16]=[C:11]2[N:10]=1.Cl[CH2:19][C:20]1[O:24][N:23]=[C:22]([C:25]2[CH:34]=[CH:33][C:28]([CH2:29][N:30]([CH3:32])[CH3:31])=[CH:27][CH:26]=2)[CH:21]=1. (4) Given the product [C:27]1([CH2:26][CH2:25][C:24]([C:33]2[N:34]=[C:35]([CH:38]3[CH2:43][CH2:42][N:41]([C:44]([O:46][C:47]([CH3:50])([CH3:49])[CH3:48])=[O:45])[CH2:40][CH2:39]3)[S:36][CH:37]=2)=[O:23])[CH:32]=[CH:31][CH:30]=[CH:29][CH:28]=1, predict the reactants needed to synthesize it. The reactants are: CC(OI1(OC(C)=O)(OC(C)=O)OC(=O)C2C1=CC=CC=2)=O.[OH:23][CH:24]([C:33]1[N:34]=[C:35]([CH:38]2[CH2:43][CH2:42][N:41]([C:44]([O:46][C:47]([CH3:50])([CH3:49])[CH3:48])=[O:45])[CH2:40][CH2:39]2)[S:36][CH:37]=1)[CH2:25][CH2:26][C:27]1[CH:32]=[CH:31][CH:30]=[CH:29][CH:28]=1.